Dataset: Full USPTO retrosynthesis dataset with 1.9M reactions from patents (1976-2016). Task: Predict the reactants needed to synthesize the given product. Given the product [F:20][C:21]1[CH:26]=[CH:25][C:24]([C:27]([F:30])([F:29])[F:28])=[CH:23][C:22]=1[NH:31][C:32]([NH:1][C:2]1[CH:7]=[CH:6][C:5]([S:8][C:9]2[C:18]3[N:17]=[CH:16][C:15](=[O:19])[NH:14][C:13]=3[N:12]=[CH:11][CH:10]=2)=[CH:4][CH:3]=1)=[O:33], predict the reactants needed to synthesize it. The reactants are: [NH2:1][C:2]1[CH:7]=[CH:6][C:5]([S:8][C:9]2[C:18]3[N:17]=[CH:16][C:15](=[O:19])[NH:14][C:13]=3[N:12]=[CH:11][CH:10]=2)=[CH:4][CH:3]=1.[F:20][C:21]1[CH:26]=[CH:25][C:24]([C:27]([F:30])([F:29])[F:28])=[CH:23][C:22]=1[N:31]=[C:32]=[O:33].